From a dataset of Reaction yield outcomes from USPTO patents with 853,638 reactions. Predict the reaction yield, written as a fraction of the theoretical maximum amount of product (1.0 means a 100% yield; for example, 0.34 means a 34% yield). (1) The reactants are [F:1][C:2]([F:18])([F:17])[C:3]1[CH:8]=[CH:7][C:6]([NH:9][C:10](=[O:16])[CH2:11][C@@H:12]([OH:15])[CH2:13][CH3:14])=[CH:5][CH:4]=1.N1C=CC=CC=1.[CH3:25][C:26]1[CH:31]=[CH:30][C:29]([S:32](Cl)(=[O:34])=[O:33])=[CH:28][CH:27]=1. The catalyst is O. The product is [F:1][C:2]([F:17])([F:18])[C:3]1[CH:8]=[CH:7][C:6]([NH:9][C:10](=[O:16])[CH2:11][C@@H:12]([O:15][S:32]([C:29]2[CH:30]=[CH:31][C:26]([CH3:25])=[CH:27][CH:28]=2)(=[O:34])=[O:33])[CH2:13][CH3:14])=[CH:5][CH:4]=1. The yield is 0.490. (2) The reactants are [O:1]=[C:2]1[C:10]2[CH:9]=[CH:8][CH:7]=[C:6]([C:11]#[N:12])[C:5]=2[CH2:4][CH2:3]1.[BH4-].[Na+]. The catalyst is C(O)C. The product is [OH:1][CH:2]1[C:10]2[CH:9]=[CH:8][CH:7]=[C:6]([C:11]#[N:12])[C:5]=2[CH2:4][CH2:3]1. The yield is 0.800.